Dataset: Full USPTO retrosynthesis dataset with 1.9M reactions from patents (1976-2016). Task: Predict the reactants needed to synthesize the given product. Given the product [CH3:11][C:9]1[S:10][C:6]2[C:5]([C:16]3[CH:21]=[CH:20][N:19]=[C:18]([CH3:22])[CH:17]=3)=[CH:4][N:3]=[C:2]([NH:23][C:24]3[N:25]=[C:26]([CH3:29])[S:27][CH:28]=3)[C:7]=2[N:8]=1, predict the reactants needed to synthesize it. The reactants are: Cl[C:2]1[C:7]2[N:8]=[C:9]([CH3:11])[S:10][C:6]=2[C:5](B(O)O)=[CH:4][N:3]=1.Br[C:16]1[CH:21]=[CH:20][N:19]=[C:18]([CH3:22])[CH:17]=1.[NH2:23][C:24]1[N:25]=[C:26]([CH3:29])[S:27][CH:28]=1.